From a dataset of Reaction yield outcomes from USPTO patents with 853,638 reactions. Predict the reaction yield, written as a fraction of the theoretical maximum amount of product (1.0 means a 100% yield; for example, 0.34 means a 34% yield). (1) The reactants are [CH3:1]OCCOC.C([Zn]CC)C.ICI.[CH:15](/[C:19]1=[CH:20][N:21]([C:36]([CH3:39])([CH3:38])[CH3:37])[S:22]/[C:23]/1=[N:24]\[C:25](=[O:35])[C:26]1[CH:31]=[C:30]([Cl:32])[CH:29]=[CH:28][C:27]=1[O:33][CH3:34])=[CH:16]/[CH2:17][CH3:18]. The catalyst is C(Cl)Cl. The product is [C:36]([N:21]1[CH:20]=[C:19]([CH:15]2[CH2:1][CH:16]2[CH2:17][CH3:18])/[C:23](=[N:24]/[C:25](=[O:35])[C:26]2[CH:31]=[C:30]([Cl:32])[CH:29]=[CH:28][C:27]=2[O:33][CH3:34])/[S:22]1)([CH3:38])([CH3:37])[CH3:39]. The yield is 0.770. (2) The product is [CH3:34][C:33]([CH3:36])([CH3:35])[C:32](=[O:37])[CH2:31][O:12][C:9]1[CH:10]=[CH:11][C:6]([C:3]([C:14]2[S:18][C:17]([S:19]([OH:22])(=[O:21])=[O:20])=[C:16]([CH3:23])[CH:15]=2)([CH2:4][CH3:5])[CH2:1][CH3:2])=[CH:7][C:8]=1[CH3:13]. The yield is 0.970. The catalyst is CC(=O)CC. The reactants are [CH2:1]([C:3]([C:14]1[S:18][C:17]([S:19]([OH:22])(=[O:21])=[O:20])=[C:16]([CH3:23])[CH:15]=1)([C:6]1[CH:11]=[CH:10][C:9]([OH:12])=[C:8]([CH3:13])[CH:7]=1)[CH2:4][CH3:5])[CH3:2].C(=O)([O-])[O-].[K+].[K+].Cl[CH2:31][C:32](=[O:37])[C:33]([CH3:36])([CH3:35])[CH3:34]. (3) The yield is 0.0700. The reactants are Cl[C:2]1[C:10]2[C:5](=[CH:6][CH:7]=[CH:8][CH:9]=2)[N:4]([S:11]([C:14]2[CH:30]=[CH:29][C:17]([C:18]([NH:20][CH2:21][C:22]3[CH:27]=[CH:26][C:25]([F:28])=[CH:24][CH:23]=3)=[O:19])=[CH:16][CH:15]=2)(=[O:13])=[O:12])[N:3]=1.[NH:31]1[CH2:36][CH2:35][CH2:34][CH2:33][CH2:32]1. The catalyst is CCOC(C)=O. The product is [F:28][C:25]1[CH:26]=[CH:27][C:22]([CH2:21][NH:20][C:18](=[O:19])[C:17]2[CH:29]=[CH:30][C:14]([S:11]([N:4]3[C:5]4[C:10](=[CH:9][CH:8]=[CH:7][CH:6]=4)[C:2]([N:31]4[CH2:36][CH2:35][CH2:34][CH2:33][CH2:32]4)=[N:3]3)(=[O:13])=[O:12])=[CH:15][CH:16]=2)=[CH:23][CH:24]=1. (4) The reactants are [O:1]=[C:2]1[NH:10]/[C:9](=[N:11]\[N:12]=[CH:13]\[CH2:14][CH2:15][C:16]([OH:18])=[O:17])/[N:8]([CH2:19][CH2:20][CH2:21][CH2:22][CH3:23])[C:7]2[N:6]=[CH:5][NH:4][C:3]1=2. The yield is 0.990. The catalyst is C(O)(=O)C. The product is [O:1]=[C:2]1[N:10]2[C:13]([CH2:14][CH2:15][C:16]([OH:18])=[O:17])=[N:12][N:11]=[C:9]2[N:8]([CH2:19][CH2:20][CH2:21][CH2:22][CH3:23])[C:7]2[N:6]=[CH:5][NH:4][C:3]1=2. (5) The reactants are [H-].[Na+].[CH3:3][N:4]1[C:8]2[CH:9]=[C:10]([C:13]3[CH:14]=[C:15]([OH:19])[CH:16]=[CH:17][CH:18]=3)[CH:11]=[CH:12][C:7]=2[N:6]=[CH:5]1.Cl[CH2:21][CH:22]1[CH2:24][O:23]1. The catalyst is CN(C=O)C.O. The product is [CH3:3][N:4]1[C:8]2[CH:9]=[C:10]([C:13]3[CH:18]=[CH:17][CH:16]=[C:15]([O:19][CH2:21][CH:22]4[CH2:24][O:23]4)[CH:14]=3)[CH:11]=[CH:12][C:7]=2[N:6]=[CH:5]1. The yield is 0.800. (6) The reactants are CS(O[CH:6]([C:8]1[CH:9]=[N:10][C:11]([NH:40][C:41]2[CH:42]=[N:43][C:44]([O:48][CH3:49])=[C:45]([F:47])[CH:46]=2)=[C:12]([C:14]2[N:19]=[C:18]([N:20]([CH2:30][C:31]3[CH:36]=[CH:35][C:34]([O:37][CH3:38])=[CH:33][CH:32]=3)[CH2:21][C:22]3[CH:27]=[CH:26][C:25]([O:28][CH3:29])=[CH:24][CH:23]=3)[N:17]=[C:16]([CH3:39])[N:15]=2)[CH:13]=1)[CH3:7])(=O)=O.CC#N.CC1(C)CCCC(C)(C)N1.[CH3:63][C@@H:64]1[NH:69][CH2:68][CH2:67][N:66]([C:70]([O:72][C:73]([CH3:76])([CH3:75])[CH3:74])=[O:71])[CH2:65]1. The catalyst is O.C(Cl)Cl. The product is [CH3:29][O:28][C:25]1[CH:24]=[CH:23][C:22]([CH2:21][N:20]([CH2:30][C:31]2[CH:32]=[CH:33][C:34]([O:37][CH3:38])=[CH:35][CH:36]=2)[C:18]2[N:17]=[C:16]([CH3:39])[N:15]=[C:14]([C:12]3[CH:13]=[C:8]([C@@H:6]([N:69]4[CH2:68][CH2:67][N:66]([C:70]([O:72][C:73]([CH3:76])([CH3:75])[CH3:74])=[O:71])[CH2:65][C@@H:64]4[CH3:63])[CH3:7])[CH:9]=[N:10][C:11]=3[NH:40][C:41]3[CH:42]=[N:43][C:44]([O:48][CH3:49])=[C:45]([F:47])[CH:46]=3)[N:19]=2)=[CH:27][CH:26]=1.[CH3:29][O:28][C:25]1[CH:24]=[CH:23][C:22]([CH2:21][N:20]([CH2:30][C:31]2[CH:32]=[CH:33][C:34]([O:37][CH3:38])=[CH:35][CH:36]=2)[C:18]2[N:17]=[C:16]([CH3:39])[N:15]=[C:14]([C:12]3[CH:13]=[C:8]([C@H:6]([N:69]4[CH2:68][CH2:67][N:66]([C:70]([O:72][C:73]([CH3:76])([CH3:75])[CH3:74])=[O:71])[CH2:65][C@@H:64]4[CH3:63])[CH3:7])[CH:9]=[N:10][C:11]=3[NH:40][C:41]3[CH:42]=[N:43][C:44]([O:48][CH3:49])=[C:45]([F:47])[CH:46]=3)[N:19]=2)=[CH:27][CH:26]=1. The yield is 0.178.